Dataset: Full USPTO retrosynthesis dataset with 1.9M reactions from patents (1976-2016). Task: Predict the reactants needed to synthesize the given product. Given the product [F:16][C:17]1[CH:18]=[C:19]([NH:23][C:24]([N:9]2[CH2:10][CH2:11][N:6]([CH2:5][C:4]3[CH:12]=[CH:13][C:14]([Br:15])=[C:2]([Br:1])[CH:3]=3)[CH2:7][CH2:8]2)=[O:25])[CH:20]=[CH:21][CH:22]=1, predict the reactants needed to synthesize it. The reactants are: [Br:1][C:2]1[CH:3]=[C:4]([CH:12]=[CH:13][C:14]=1[Br:15])[CH2:5][N:6]1[CH2:11][CH2:10][NH:9][CH2:8][CH2:7]1.[F:16][C:17]1[CH:18]=[C:19]([N:23]=[C:24]=[O:25])[CH:20]=[CH:21][CH:22]=1.